This data is from Full USPTO retrosynthesis dataset with 1.9M reactions from patents (1976-2016). The task is: Predict the reactants needed to synthesize the given product. (1) Given the product [F:32][C:13]1[C:12]2[O:11][C:10]3[C:19](=[CH:20][C:7]([C:41]4[C:36]([F:35])=[N:37][CH:38]=[C:39]([CH3:45])[CH:40]=4)=[CH:8][CH:9]=3)[C@@:18]3([CH2:24][O:23][C:22]([NH2:25])=[N:21]3)[C:17]=2[CH:16]=[C:15]([N:26]2[CH2:31][CH2:30][O:29][CH2:28][CH2:27]2)[CH:14]=1, predict the reactants needed to synthesize it. The reactants are: FC(F)(F)S(O[C:7]1[CH:20]=[C:19]2[C:10]([O:11][C:12]3[C:13]([F:32])=[CH:14][C:15]([N:26]4[CH2:31][CH2:30][O:29][CH2:28][CH2:27]4)=[CH:16][C:17]=3[C@@:18]32[CH2:24][O:23][C:22]([NH2:25])=[N:21]3)=[CH:9][CH:8]=1)(=O)=O.[F:35][C:36]1[C:41](B(O)O)=[CH:40][C:39]([CH3:45])=[CH:38][N:37]=1.CN(C=O)C.C(=O)([O-])[O-].[Na+].[Na+]. (2) Given the product [F:1][C:2]([F:7])([F:6])[C:3]([OH:5])=[O:4].[CH3:19][CH:17]([O:16][C:15]1[CH:14]=[CH:13][C:12]([C:20]2[O:24][N:23]=[C:22]([C:25]3[C:42]([CH3:43])=[CH:41][C:28]4[CH2:29][CH2:30][NH:31][CH2:32][CH2:33][C:27]=4[CH:26]=3)[N:21]=2)=[CH:11][C:10]=1[C:8]#[N:9])[CH3:18], predict the reactants needed to synthesize it. The reactants are: [F:1][C:2]([F:7])([F:6])[C:3]([OH:5])=[O:4].[C:8]([C:10]1[CH:11]=[C:12]([C:20]2[O:24][N:23]=[C:22]([C:25]3[C:42]([CH3:43])=[CH:41][C:28]4[CH2:29][CH2:30][N:31](C(OC(C)(C)C)=O)[CH2:32][CH2:33][C:27]=4[CH:26]=3)[N:21]=2)[CH:13]=[CH:14][C:15]=1[O:16][CH:17]([CH3:19])[CH3:18])#[N:9].